This data is from Reaction yield outcomes from USPTO patents with 853,638 reactions. The task is: Predict the reaction yield, written as a fraction of the theoretical maximum amount of product (1.0 means a 100% yield; for example, 0.34 means a 34% yield). (1) The reactants are [CH2:1]([C:3]1[N:7]([CH2:8][C:9]2[N:10]=[C:11]3[S:18][C:17]([CH3:19])=[C:16]([CH:20]4[CH2:22][CH:21]4[C:23](O)=[O:24])[N:12]3[C:13](=[O:15])[CH:14]=2)[N:6]=[C:5]([C:26]([F:29])([F:28])[F:27])[CH:4]=1)[CH3:2].C(N(CC)CC)C.ClC(OC(C)C)=O.[BH4-].[Na+]. The yield is 0.320. The catalyst is O1CCCC1.O. The product is [CH2:1]([C:3]1[N:7]([CH2:8][C:9]2[N:10]=[C:11]3[S:18][C:17]([CH3:19])=[C:16]([CH:20]4[CH2:22][CH:21]4[CH2:23][OH:24])[N:12]3[C:13](=[O:15])[CH:14]=2)[N:6]=[C:5]([C:26]([F:29])([F:27])[F:28])[CH:4]=1)[CH3:2]. (2) The reactants are [Cl:1][C:2]1[CH:3]=[C:4]([CH:26]=[CH:27][C:28]=1[O:29][CH3:30])[CH2:5][NH:6][C:7]1[C:12]([C:13]([NH:15][CH2:16][C:17]2[N:22]=[CH:21][CH:20]=[CH:19][N:18]=2)=[O:14])=[CH:11][N:10]=[C:9](S(C)=O)[N:8]=1.Cl.[CH:32]12[CH2:37][CH:36]1[CH2:35][NH:34][CH2:33]2. The catalyst is C1COCC1.C(N(CC)CC)C. The product is [CH:32]12[CH2:37][CH:36]1[CH2:35][N:34]([C:9]1[N:8]=[C:7]([NH:6][CH2:5][C:4]3[CH:26]=[CH:27][C:28]([O:29][CH3:30])=[C:2]([Cl:1])[CH:3]=3)[C:12]([C:13]([NH:15][CH2:16][C:17]3[N:22]=[CH:21][CH:20]=[CH:19][N:18]=3)=[O:14])=[CH:11][N:10]=1)[CH2:33]2. The yield is 0.390.